From a dataset of Catalyst prediction with 721,799 reactions and 888 catalyst types from USPTO. Predict which catalyst facilitates the given reaction. (1) Reactant: [NH2:1][CH:2]([C:27]1[CH:32]=[CH:31][CH:30]=[CH:29][CH:28]=1)[CH2:3][C:4]([NH:6][CH2:7][C@H:8]1[CH2:13][CH2:12][C@H:11]([C:14]([N:16]2[CH2:21][CH2:20][N:19]([C:22](=[O:26])[CH:23]([CH3:25])[CH3:24])[CH2:18][CH2:17]2)=[O:15])[CH2:10][CH2:9]1)=[O:5].[CH2:33]([O:35]CC)C. Product: [C:22]([N:19]1[CH2:20][CH2:21][N:16]([C:14]([C@H:11]2[CH2:12][CH2:13][C@H:8]([CH2:7][N:6]3[C:4](=[O:5])[CH2:3][CH:2]([C:27]4[CH:28]=[CH:29][CH:30]=[CH:31][CH:32]=4)[NH:1][C:33]3=[O:35])[CH2:9][CH2:10]2)=[O:15])[CH2:17][CH2:18]1)(=[O:26])[CH:23]([CH3:25])[CH3:24]. The catalyst class is: 23. (2) Reactant: [Br:1][C:2]1[CH:12]=[N:11][C:5]2[O:6][CH2:7][C:8](=[O:10])[NH:9][C:4]=2[CH:3]=1.[C:13](=O)([O-])[O-].[K+].[K+].CI. Product: [Br:1][C:2]1[CH:12]=[N:11][C:5]2[O:6][CH2:7][C:8](=[O:10])[N:9]([CH3:13])[C:4]=2[CH:3]=1. The catalyst class is: 21. (3) Reactant: [CH3:1][O:2][C:3]1[C:4](=[O:9])[NH:5][CH:6]=[CH:7][CH:8]=1.CC(C)([O-])C.[K+].[F:16][CH:17]([F:29])[O:18][C:19]1[CH:24]=[C:23]([N+:25]([O-:27])=[O:26])[CH:22]=[CH:21][C:20]=1F. Product: [F:16][CH:17]([F:29])[O:18][C:19]1[CH:24]=[C:23]([N+:25]([O-:27])=[O:26])[CH:22]=[CH:21][C:20]=1[N:5]1[CH:6]=[CH:7][CH:8]=[C:3]([O:2][CH3:1])[C:4]1=[O:9]. The catalyst class is: 633. (4) Reactant: F[C:2](F)(F)[C:3]([OH:5])=O.F[C:9]1[N:16]=[CH:15][CH:14]=[CH:13][C:10]=1[C:11]#[N:12].[CH:17]([N:20](C(C)C)[CH2:21]C)(C)[CH3:18]. Product: [CH:3]12[CH2:2][CH:17]([N:20]([C:9]3[N:16]=[CH:15][CH:14]=[CH:13][C:10]=3[C:11]#[N:12])[CH2:21]1)[CH2:18][O:5]2. The catalyst class is: 489. (5) Reactant: [CH3:1][C:2]1[CH:11]=[CH:10][C:9]2[C:4](=[CH:5][C:6]([OH:12])=[CH:7][CH:8]=2)[N:3]=1.C1C=CC(P(C2C=CC=CC=2)C2C=CC=CC=2)=CC=1.[CH3:32][O:33][C@@H:34]([CH3:37])[CH2:35]O.N(C(OC(C)C)=O)=NC(OC(C)C)=O.Cl. Product: [CH3:32][O:33][C@@H:34]([CH3:37])[CH2:35][O:12][C:6]1[CH:5]=[C:4]2[C:9]([CH:10]=[CH:11][C:2]([CH3:1])=[N:3]2)=[CH:8][CH:7]=1. The catalyst class is: 387. (6) Reactant: [CH3:1][O:2][C:3]1[CH:4]=[C:5]([CH:11]=[CH:12][CH:13]=1)[CH:6]=[CH:7]C(O)=O.C([N:16]([CH2:19]C)CC)C.ClC(OCC)=[O:23].[N-]=[N+]=[N-].[Na+]. Product: [CH3:1][O:2][C:3]1[CH:4]=[C:5]2[C:11](=[CH:12][CH:13]=1)[C:19](=[O:23])[NH:16][CH:7]=[CH:6]2. The catalyst class is: 95. (7) Reactant: [Cl:1][C:2]1[CH:7]=[CH:6][C:5]([C:8](=[N:11]O)[CH2:9][CH3:10])=[CH:4][CH:3]=1.Cl. Product: [Cl:1][C:2]1[CH:3]=[CH:4][C:5]([CH:8]([NH2:11])[CH2:9][CH3:10])=[CH:6][CH:7]=1. The catalyst class is: 7. (8) Reactant: [NH:1]1[C:9]2[C:4](=[CH:5][CH:6]=[CH:7][CH:8]=2)[C:3]2([CH2:13][CH2:12][CH2:11][CH2:10]2)[C:2]1=[O:14].C(N(CC)CC)C.C([O:26][C:27]([C:29]1([CH2:35][N:36]2[CH2:41][CH2:40][CH:39]([CH2:42][NH2:43])[CH2:38][CH2:37]2)[CH2:34][CH2:33][O:32][CH2:31][CH2:30]1)=[O:28])(C)(C)C.[C:44]([O-])(O)=[O:45].[Na+]. Product: [O:14]=[C:2]1[C:3]2([CH2:13][CH2:12][CH2:11][CH2:10]2)[C:4]2[C:9](=[CH:8][CH:7]=[CH:6][CH:5]=2)[N:1]1[C:44]([NH:43][CH2:42][CH:39]1[CH2:38][CH2:37][N:36]([CH2:35][C:29]2([C:27]([OH:26])=[O:28])[CH2:30][CH2:31][O:32][CH2:33][CH2:34]2)[CH2:41][CH2:40]1)=[O:45]. The catalyst class is: 2. (9) Reactant: C[O:2][C:3](=[O:41])[C@@H:4]([NH:25][C:26](=[O:40])[CH2:27][O:28][CH2:29][CH2:30][O:31][CH2:32][CH2:33][O:34][CH2:35][CH2:36][N:37]=[N+:38]=[N-:39])[CH2:5][CH2:6][CH2:7][CH2:8][NH:9][C:10](=[O:24])[CH2:11][O:12][CH2:13][CH2:14][O:15][CH2:16][CH2:17][O:18][CH2:19][CH2:20][N:21]=[N+:22]=[N-:23].[OH-].[Na+]. Product: [N:37]([CH2:36][CH2:35][O:34][CH2:33][CH2:32][O:31][CH2:30][CH2:29][O:28][CH2:27][C:26]([NH:25][C@@H:4]([CH2:5][CH2:6][CH2:7][CH2:8][NH:9][C:10](=[O:24])[CH2:11][O:12][CH2:13][CH2:14][O:15][CH2:16][CH2:17][O:18][CH2:19][CH2:20][N:21]=[N+:22]=[N-:23])[C:3]([OH:41])=[O:2])=[O:40])=[N+:38]=[N-:39]. The catalyst class is: 5.